From a dataset of Forward reaction prediction with 1.9M reactions from USPTO patents (1976-2016). Predict the product of the given reaction. (1) Given the reactants [Br:1][C:2]1[C:3]([CH3:8])=[N:4][O:5][C:6]=1[NH2:7].[H-].[Na+].[O:11]([C:13]1[CH:14]=[C:15]([CH:30]=[C:31]([O:35][CH3:36])[C:32]=1[O:33][CH3:34])[CH2:16][C:17]1[S:21][C:20]2[CH:22]=[CH:23][CH:24]=[CH:25][C:19]=2[C:18]=1[S:26](Cl)(=[O:28])=[O:27])[CH3:12], predict the reaction product. The product is: [Br:1][C:2]1[C:3]([CH3:8])=[N:4][O:5][C:6]=1[NH:7][S:26]([C:18]1[C:19]2[CH:25]=[CH:24][CH:23]=[CH:22][C:20]=2[S:21][C:17]=1[CH2:16][C:15]1[CH:30]=[C:31]([O:35][CH3:36])[C:32]([O:33][CH3:34])=[C:13]([O:11][CH3:12])[CH:14]=1)(=[O:27])=[O:28]. (2) Given the reactants C(OC([N:8]1[CH2:15][CH:14]2[N:16](C(OC(C)(C)C)=O)[CH:10]([CH2:11][C:12]([C:39]3[O:43][N:42]=[C:41]([CH2:44][CH2:45][CH2:46][O:47][C:48]4[CH:53]=[C:52]([CH3:54])[C:51]([Cl:55])=[C:50]([CH3:56])[CH:49]=4)[CH:40]=3)=[C:13]2[C:24](=[O:38])[N:25]([CH:35]2[CH2:37][CH2:36]2)[CH2:26][C:27]2[CH:32]=[CH:31][CH:30]=[C:29]([Cl:33])[C:28]=2[Cl:34])[CH2:9]1)=O)(C)(C)C.ClC(Cl)(Cl)C(NC(=O)[O-])(C)C, predict the reaction product. The product is: [CH:35]1([N:25]([CH2:26][C:27]2[CH:32]=[CH:31][CH:30]=[C:29]([Cl:33])[C:28]=2[Cl:34])[C:24]([C:13]2[CH:14]3[NH:16][CH:10]([CH2:11][C:12]=2[C:39]2[O:43][N:42]=[C:41]([CH2:44][CH2:45][CH2:46][O:47][C:48]4[CH:53]=[C:52]([CH3:54])[C:51]([Cl:55])=[C:50]([CH3:56])[CH:49]=4)[CH:40]=2)[CH2:9][NH:8][CH2:15]3)=[O:38])[CH2:37][CH2:36]1. (3) Given the reactants [Br:1][CH2:2][CH2:3][C:4]1[CH:9]=[CH:8][CH:7]=[C:6]([O:10]C)[CH:5]=1.C(Cl)(Cl)Cl.B(Br)(Br)Br, predict the reaction product. The product is: [Br:1][CH2:2][CH2:3][C:4]1[CH:5]=[C:6]([OH:10])[CH:7]=[CH:8][CH:9]=1. (4) Given the reactants [C:1](Cl)(=[O:4])[CH:2]=[CH2:3].Cl.[CH2:7]([O:14][NH2:15])[C:8]1[CH:13]=[CH:12][CH:11]=[CH:10][CH:9]=1.C(N(CC)C(C)C)(C)C, predict the reaction product. The product is: [CH2:7]([O:14][NH:15][C:1](=[O:4])[CH:2]=[CH2:3])[C:8]1[CH:13]=[CH:12][CH:11]=[CH:10][CH:9]=1. (5) Given the reactants [Br:1][C:2]1[CH:7]=[CH:6][CH:5]=[CH:4][C:3]=1[S:8][CH2:9][CH:10](OCC)OCC, predict the reaction product. The product is: [Br:1][C:2]1[C:3]2[S:8][CH:9]=[CH:10][C:4]=2[CH:5]=[CH:6][CH:7]=1. (6) Given the reactants [CH3:1][O:2][C:3]1[CH:4]=[C:5]2[C:9](=[CH:10][CH:11]=1)[NH:8][C:7](=[O:12])[CH2:6]2.[Li+].C[Si]([N-][Si](C)(C)C)(C)C.C1COCC1.[C:28]1([C:37]2[C:32](=[CH:33][CH:34]=[CH:35][CH:36]=2)[CH2:31][O:30]1)=O.Cl, predict the reaction product. The product is: [C:28]1(=[C:6]2[C:5]3[C:9](=[CH:10][CH:11]=[C:3]([O:2][CH3:1])[CH:4]=3)[NH:8][C:7]2=[O:12])[C:37]2[C:32](=[CH:33][CH:34]=[CH:35][CH:36]=2)[CH2:31][O:30]1.